This data is from Forward reaction prediction with 1.9M reactions from USPTO patents (1976-2016). The task is: Predict the product of the given reaction. (1) Given the reactants [NH2:1][C:2]1[CH:3]=[CH:4][C:5]([CH3:20])=[C:6]([N:8]2[C:17](=[O:18])[C:16]3[C:11](=[CH:12][CH:13]=[C:14]([Br:19])[CH:15]=3)[N:10]=[CH:9]2)[CH:7]=1.[C:21]([N:25]1[C:29]([C:30](Cl)=[O:31])=[CH:28][C:27]([CH3:33])=[N:26]1)([CH3:24])([CH3:23])[CH3:22].C(N(CC)CC)C, predict the reaction product. The product is: [Br:19][C:14]1[CH:15]=[C:16]2[C:11](=[CH:12][CH:13]=1)[N:10]=[CH:9][N:8]([C:6]1[CH:7]=[C:2]([NH:1][C:30]([C:29]3[N:25]([C:21]([CH3:23])([CH3:22])[CH3:24])[N:26]=[C:27]([CH3:33])[CH:28]=3)=[O:31])[CH:3]=[CH:4][C:5]=1[CH3:20])[C:17]2=[O:18]. (2) Given the reactants Cl[C:2]1[CH:3]=[CH:4][C:5]([C:15]([N:17]2[CH2:22][CH2:21][N:20]([C:23]3[C:28]([CH3:29])=[CH:27][C:26]([CH:30]4[CH2:32][CH2:31]4)=[CH:25][N:24]=3)[CH2:19][CH2:18]2)=[O:16])=[C:6]([N:8]2[CH2:12][CH2:11][N:10]([CH3:13])[C:9]2=[O:14])[CH:7]=1.[CH3:33][CH:34]1[NH:38][C:37](=[O:39])[CH2:36][CH2:35]1, predict the reaction product. The product is: [CH:30]1([C:26]2[CH:27]=[C:28]([CH3:29])[C:23]([N:20]3[CH2:21][CH2:22][N:17]([C:15]([C:5]4[CH:4]=[CH:3][C:2]([N:38]5[C:37](=[O:39])[CH2:36][CH2:35][CH:34]5[CH3:33])=[CH:7][C:6]=4[N:8]4[CH2:12][CH2:11][N:10]([CH3:13])[C:9]4=[O:14])=[O:16])[CH2:18][CH2:19]3)=[N:24][CH:25]=2)[CH2:32][CH2:31]1. (3) Given the reactants [CH3:1][C@H:2]1[CH2:7][NH:6][CH2:5][C@@H:4]([CH3:8])[NH:3]1.[Li]CCCC.C[Si](Cl)(C)C.Cl[C:20]1[S:21][C:22]2[CH:28]=[C:27]([C:29]([F:32])([F:31])[F:30])[CH:26]=[CH:25][C:23]=2[N:24]=1, predict the reaction product. The product is: [CH3:1][CH:2]1[CH2:7][NH:6][CH2:5][CH:4]([CH3:8])[N:3]1[C:20]1[S:21][C:22]2[CH:28]=[C:27]([C:29]([F:32])([F:31])[F:30])[CH:26]=[CH:25][C:23]=2[N:24]=1.